Dataset: Forward reaction prediction with 1.9M reactions from USPTO patents (1976-2016). Task: Predict the product of the given reaction. (1) Given the reactants [CH3:1][C:2]([CH3:63])([CH2:10][C:11]([O:13][C@H:14]1[CH2:31][CH2:30][C@@:29]2([CH3:32])[C@@H:16]([CH2:17][CH2:18][C@:19]3([CH3:60])[C@@H:28]2[CH2:27][CH2:26][C@H:25]2[C@@:20]3([CH3:59])[CH2:21][CH2:22][C@@:23]3([C@H:40]([OH:58])[CH2:41][N:42](C(OC(C)(C)C)=O)[CH2:43][C:44]4[CH:49]=[CH:48][C:47]([Cl:50])=[CH:46][CH:45]=4)[CH2:35][C:34](=[O:36])[C:33]([CH:37]([CH3:39])[CH3:38])=[C:24]32)[C:15]1([CH3:62])[CH3:61])=[O:12])[C:3]([O:5]C(C)(C)C)=[O:4].[C:64]([OH:70])([C:66]([F:69])([F:68])[F:67])=[O:65], predict the reaction product. The product is: [Cl:50][C:47]1[CH:46]=[CH:45][C:44]([CH2:43][NH:42][CH2:41][C@H:40]([C@:23]23[CH2:35][C:34](=[O:36])[C:33]([CH:37]([CH3:38])[CH3:39])=[C:24]2[C@@H:25]2[C@@:20]([CH3:59])([CH2:21][CH2:22]3)[C@@:19]3([CH3:60])[C@@H:28]([C@:29]4([CH3:32])[C@@H:16]([CH2:17][CH2:18]3)[C:15]([CH3:61])([CH3:62])[C@@H:14]([O:13][C:11](=[O:12])[CH2:10][C:2]([CH3:1])([CH3:63])[C:3]([OH:5])=[O:4])[CH2:31][CH2:30]4)[CH2:27][CH2:26]2)[OH:58])=[CH:49][CH:48]=1.[F:67][C:66]([F:69])([F:68])[C:64]([OH:70])=[O:65]. (2) Given the reactants O=[CH:2][C@@H:3]([C@H:5]([C@@H:7]([C@@H:9]([CH2:11][OH:12])O)O)O)O.OP([O-])(O)=O.[K+].[OH-:19].[Na+].S([O-])([O-])(=O)=O.[NH4+:26].[NH4+:27], predict the reaction product. The product is: [NH2:26][C@H:9]([C:11]([OH:12])=[O:19])[CH2:7][CH2:5][CH2:3][CH2:2][NH2:27].